This data is from Reaction yield outcomes from USPTO patents with 853,638 reactions. The task is: Predict the reaction yield, written as a fraction of the theoretical maximum amount of product (1.0 means a 100% yield; for example, 0.34 means a 34% yield). (1) The reactants are Cl[C:2]1[CH:7]=[C:6]([O:8][C:9]2[CH:10]=[CH:11][C:12]([N:16]3[C:20](=[O:21])[NH:19][C:18]([CH2:22][C:23]([CH3:26])([CH3:25])[CH3:24])=[N:17]3)=[N:13][C:14]=2[CH3:15])[CH:5]=[CH:4][N:3]=1.[CH3:27][N:28]1[CH:32]=[C:31](B2OC(C)(C)C(C)(C)O2)[CH:30]=[N:29]1.C([O-])([O-])=O.[K+].[K+].O1CCOCC1. The catalyst is O.C1C=CC([P]([Pd]([P](C2C=CC=CC=2)(C2C=CC=CC=2)C2C=CC=CC=2)([P](C2C=CC=CC=2)(C2C=CC=CC=2)C2C=CC=CC=2)[P](C2C=CC=CC=2)(C2C=CC=CC=2)C2C=CC=CC=2)(C2C=CC=CC=2)C2C=CC=CC=2)=CC=1. The product is [CH3:15][C:14]1[N:13]=[C:12]([N:16]2[C:20](=[O:21])[NH:19][C:18]([CH2:22][C:23]([CH3:26])([CH3:25])[CH3:24])=[N:17]2)[CH:11]=[CH:10][C:9]=1[O:8][C:6]1[CH:5]=[CH:4][N:3]=[C:2]([C:31]2[CH:30]=[N:29][N:28]([CH3:27])[CH:32]=2)[CH:7]=1. The yield is 0.690. (2) The reactants are [N+:1]([C:4]1[CH:20]=[CH:19][CH:18]=[CH:17][C:5]=1[O:6][CH2:7][CH2:8][O:9][CH2:10][CH2:11]OS(C)(=O)=O)([O-:3])=[O:2].[CH2:21]([CH2:23][NH2:24])[OH:22]. The catalyst is C1COCC1. The product is [N+:1]([C:4]1[CH:20]=[CH:19][CH:18]=[CH:17][C:5]=1[O:6][CH2:7][CH2:8][O:9][CH2:10][CH2:11][NH:24][CH2:23][CH2:21][OH:22])([O-:3])=[O:2]. The yield is 0.910. (3) The reactants are Br[C:2]1[CH:7]=[CH:6][CH:5]=[CH:4][N:3]=1.[CH2:8]([C:12]1[O:13][C:14]2[CH:20]=[CH:19][CH:18]=[C:17]([Cl:21])[C:15]=2[N:16]=1)[CH2:9][C:10]#[CH:11]. No catalyst specified. The product is [Cl:21][C:17]1[C:15]2[N:16]=[C:12]([CH2:8][CH2:9][C:10]#[C:11][C:2]3[CH:7]=[CH:6][CH:5]=[CH:4][N:3]=3)[O:13][C:14]=2[CH:20]=[CH:19][CH:18]=1. The yield is 0.110. (4) The reactants are [CH2:1]([O:3][C:4](=[O:26])[CH2:5][N:6]1[CH:10]([C:11]2[CH:16]=[CH:15][C:14](Br)=[CH:13][CH:12]=2)[CH2:9][C:8]([C:18]2[CH:23]=[CH:22][C:21]([O:24][CH3:25])=[CH:20][CH:19]=2)=[N:7]1)[CH3:2].[CH:27]1[C:35]2[C:34]3[CH:36]=[CH:37][CH:38]=[CH:39][C:33]=3[O:32][C:31]=2[C:30](B(O)O)=[CH:29][CH:28]=1.C([O-])([O-])=O.[K+].[K+]. The catalyst is C1(C)C=CC=CC=1.O. The product is [CH2:1]([O:3][C:4](=[O:26])[CH2:5][N:6]1[CH:10]([C:11]2[CH:16]=[CH:15][C:14]([C:39]3[C:33]4[O:32][C:31]5[CH:30]=[CH:29][CH:28]=[CH:27][C:35]=5[C:34]=4[CH:36]=[CH:37][CH:38]=3)=[CH:13][CH:12]=2)[CH2:9][C:8]([C:18]2[CH:23]=[CH:22][C:21]([O:24][CH3:25])=[CH:20][CH:19]=2)=[N:7]1)[CH3:2]. The yield is 0.780. (5) The reactants are [H-].[Na+].[NH:3]1[C:11]2[C:6](=[CH:7][CH:8]=[CH:9][CH:10]=2)[CH:5]=[CH:4]1.Br[CH2:13][CH2:14][O:15][Si:16]([C:19]([CH3:22])([CH3:21])[CH3:20])([CH3:18])[CH3:17]. The catalyst is CN(C)C=O. The product is [Si:16]([O:15][CH2:14][CH2:13][N:3]1[C:11]2[C:6](=[CH:7][CH:8]=[CH:9][C:10]=2[CH:14]([O:15][Si:16]([C:19]([CH3:22])([CH3:21])[CH3:20])([CH3:18])[CH3:17])[CH3:13])[CH:5]=[CH:4]1)([C:19]([CH3:22])([CH3:21])[CH3:20])([CH3:18])[CH3:17]. The yield is 0.890. (6) The reactants are [Cl:1][C:2]1[CH:10]=[C:9]2[C:5]([CH2:6][C:7](=[O:11])[NH:8]2)=[CH:4][CH:3]=1.[C:12]([Si:16]([CH3:31])([CH3:30])[O:17][CH2:18][CH2:19][O:20][C:21]1[CH:28]=[CH:27][C:26]([Cl:29])=[CH:25][C:22]=1[CH:23]=O)([CH3:15])([CH3:14])[CH3:13].N1CCCCC1. The catalyst is CO. The product is [C:12]([Si:16]([CH3:31])([CH3:30])[O:17][CH2:18][CH2:19][O:20][C:21]1[CH:28]=[CH:27][C:26]([Cl:29])=[CH:25][C:22]=1/[CH:23]=[C:6]1\[C:7](=[O:11])[NH:8][C:9]2[C:5]\1=[CH:4][CH:3]=[C:2]([Cl:1])[CH:10]=2)([CH3:14])([CH3:13])[CH3:15]. The yield is 0.920. (7) The reactants are CS[C:3](SC)=[C:4]1[C:13](=[O:14])[C:12]([CH2:16][CH2:17][CH2:18][CH2:19][C:20]([CH3:23])([CH3:22])[CH3:21])([CH3:15])[C:11]2[C:6](=[CH:7][CH:8]=[CH:9][CH:10]=2)[C:5]1=[O:24].[NH2:27][C:28]1[CH:33]=[CH:32][CH:31]=[CH:30][C:29]=1[S:34]([NH2:37])(=[O:36])=[O:35]. The catalyst is C1(C)C=CC=CC=1. The product is [CH3:22][C:20]([CH3:23])([CH3:21])[CH2:19][CH2:18][CH2:17][CH2:16][C:12]1([CH3:15])[C:11]2[C:6](=[CH:7][CH:8]=[CH:9][CH:10]=2)[C:5]([OH:24])=[C:4]([C:3]2[NH:27][C:28]3[CH:33]=[CH:32][CH:31]=[CH:30][C:29]=3[S:34](=[O:35])(=[O:36])[N:37]=2)[C:13]1=[O:14]. The yield is 0.850.